Dataset: Full USPTO retrosynthesis dataset with 1.9M reactions from patents (1976-2016). Task: Predict the reactants needed to synthesize the given product. (1) Given the product [C:21]([CH2:22][NH:23][C:16]([CH:15]1[CH:10]([CH2:9][S:8][C:5]2[CH:4]=[CH:3][C:2]([F:1])=[CH:7][CH:6]=2)[CH2:11][CH:12]=[CH:13][CH2:14]1)=[O:18])#[N:20], predict the reactants needed to synthesize it. The reactants are: [F:1][C:2]1[CH:7]=[CH:6][C:5]([S:8][CH2:9][CH:10]2[CH:15]([C:16]([OH:18])=O)[CH2:14][CH:13]=[CH:12][CH2:11]2)=[CH:4][CH:3]=1.Cl.[NH2:20][CH2:21][C:22]#[N:23].F[P-](F)(F)(F)(F)F.N1([PH+](N2CCCC2)N2CCCC2)CCCC1.C(N(CC)CC)C. (2) Given the product [Cl:27][C:28]1[CH:29]=[C:2]([N:1]2[C:6]3[CH2:7][CH2:8][N:9]([CH2:11][CH2:12][CH2:13][CH2:14][O:15][C:16]4[CH:25]=[C:24]5[C:19]([CH2:20][CH2:21][C:22](=[O:26])[NH:23]5)=[CH:18][CH:17]=4)[CH2:10][C:5]=3[CH:4]=[N:3]2)[CH:31]=[CH:32][CH:33]=1, predict the reactants needed to synthesize it. The reactants are: [N:1]1[C:6]2[CH2:7][CH2:8][N:9]([CH2:11][CH2:12][CH2:13][CH2:14][O:15][C:16]3[CH:25]=[C:24]4[C:19]([CH2:20][CH2:21][C:22](=[O:26])[NH:23]4)=[CH:18][CH:17]=3)[CH2:10][C:5]=2[CH:4]=[N:3][CH:2]=1.[Cl:27][C:28]1[CH:29]=C(N2C3CCNCC=3C=N2)[CH:31]=[CH:32][CH:33]=1. (3) Given the product [CH3:106][O:105][C:103](=[O:104])[CH2:102][O:19][C:14]1[CH:15]=[CH:16][CH:17]=[CH:18][C:13]=1[CH:11]1[N:10]([C:30](=[O:31])[C:32]2[C:37]([F:38])=[CH:36][C:35]([F:39])=[CH:34][C:33]=2[F:40])[N:9]=[C:8]([C:5]2[CH:6]=[CH:7][C:2]([F:1])=[CH:3][CH:4]=2)[S:12]1, predict the reactants needed to synthesize it. The reactants are: [F:1][C:2]1[CH:7]=[CH:6][C:5]([C:8]2[S:12][CH:11]([C:13]3[CH:18]=[CH:17][CH:16]=[CH:15][C:14]=3[O:19][Si](C(C)C)(C(C)C)C(C)C)[N:10]([C:30]([C:32]3[C:37]([F:38])=[CH:36][C:35]([F:39])=[CH:34][C:33]=3[F:40])=[O:31])[N:9]=2)=[CH:4][CH:3]=1.FC1C=CC(C2SC(C3C=CC=C(OC)C=3O[Si](C(C)C)(C(C)C)C(C)C)N(C(C3C(F)=CC(F)=CC=3F)=O)N=2)=CC=1.[F-].C([N+](CCCC)(CCCC)CCCC)CCC.Br[CH2:102][C:103]([O:105][CH3:106])=[O:104]. (4) Given the product [N:1]1[CH:6]=[CH:5][CH:4]=[CH:3][C:2]=1[C:7]1([OH:13])[CH2:8][CH2:9][N:10]([C:15]2[CH:16]=[CH:17][C:18]3[N:19]([C:21]([C:24]([F:25])([F:27])[F:26])=[N:22][N:23]=3)[N:20]=2)[CH2:11][CH2:12]1, predict the reactants needed to synthesize it. The reactants are: [N:1]1[CH:6]=[CH:5][CH:4]=[CH:3][C:2]=1[C:7]1([OH:13])[CH2:12][CH2:11][NH:10][CH2:9][CH2:8]1.Cl[C:15]1[CH:16]=[CH:17][C:18]2[N:19]([C:21]([C:24]([F:27])([F:26])[F:25])=[N:22][N:23]=2)[N:20]=1. (5) Given the product [CH2:22]([N:12]1[C:13]2[C:18](=[CH:17][C:16]([F:21])=[CH:15][CH:14]=2)[C:19]([Cl:32])=[C:10]([C:8]#[N:7])[C:11]1=[O:29])[C:23]1[CH:28]=[CH:27][CH:26]=[CH:25][CH:24]=1, predict the reactants needed to synthesize it. The reactants are: C1([NH:7][C:8]([C:10]2[C:11](=[O:29])[N:12]([CH2:22][C:23]3[CH:28]=[CH:27][CH:26]=[CH:25][CH:24]=3)[C:13]3[C:18]([C:19]=2O)=[CH:17][C:16]([F:21])=[CH:15][CH:14]=3)=O)CCCCC1.P(Cl)(Cl)([Cl:32])=O.